Dataset: Reaction yield outcomes from USPTO patents with 853,638 reactions. Task: Predict the reaction yield, written as a fraction of the theoretical maximum amount of product (1.0 means a 100% yield; for example, 0.34 means a 34% yield). (1) The reactants are [NH2:1][C:2]1[CH:10]=[C:9]([O:11][CH3:12])[CH:8]=[C:7]([O:13][CH3:14])[C:3]=1[C:4]([NH2:6])=[O:5].[N:15]1[CH:20]=[CH:19][CH:18]=[C:17]([CH:21]=O)[CH:16]=1.COC1C=C(OC)C=C2C=1C(=O)NC(C1C=CC=CN=1)=N2. No catalyst specified. The product is [CH3:14][O:13][C:7]1[CH:8]=[C:9]([O:11][CH3:12])[CH:10]=[C:2]2[C:3]=1[C:4](=[O:5])[NH:6][C:21]([C:17]1[CH:16]=[N:15][CH:20]=[CH:19][CH:18]=1)=[N:1]2. The yield is 0.480. (2) The reactants are [Cl:1][C:2]1[CH:7]=[C:6]([F:8])[C:5]([N:9]2[C:14](=[O:15])[CH:13]=[C:12]([C:16]([F:19])([F:18])[F:17])[N:11]([CH3:20])[C:10]2=[O:21])=[CH:4][C:3]=1[N:22]=[C:23]=[S:24].Cl.[NH2:26][CH2:27][CH2:28][C:29]([O:31][CH3:32])=[O:30].C(N(CC)CC)C.O. The catalyst is CC(C)=O.C(Cl)Cl.C(Cl)Cl.C(OCC)C. The product is [Cl:1][C:2]1[CH:7]=[C:6]([F:8])[C:5]([N:9]2[C:14](=[O:15])[CH:13]=[C:12]([C:16]([F:17])([F:18])[F:19])[N:11]([CH3:20])[C:10]2=[O:21])=[CH:4][C:3]=1[NH:22][C:23]([NH:26][CH2:27][CH2:28][C:29]([O:31][CH3:32])=[O:30])=[S:24]. The yield is 0.744. (3) The reactants are [F:1][C:2]1[CH:7]=[CH:6][C:5]([C:8]2[N:9]=[C:10]([CH:14]3[CH2:19][CH2:18][N:17]([C:20]4[N:25]=[CH:24][N:23]=[C:22]5[NH:26][N:27]=[CH:28][C:21]=45)[CH2:16][CH2:15]3)[N:11]([CH3:13])[CH:12]=2)=[CH:4][C:3]=1[C:29]([F:32])([F:31])[F:30].CC(C)=O.O.[C:38]1([CH3:48])[CH:43]=[CH:42][C:41]([S:44]([OH:47])(=[O:46])=[O:45])=[CH:40][CH:39]=1. The catalyst is O. The product is [C:38]1([CH3:48])[CH:39]=[CH:40][C:41]([S:44]([OH:47])(=[O:45])=[O:46])=[CH:42][CH:43]=1.[F:1][C:2]1[CH:7]=[CH:6][C:5]([C:8]2[N:9]=[C:10]([CH:14]3[CH2:19][CH2:18][N:17]([C:20]4[N:25]=[CH:24][N:23]=[C:22]5[NH:26][N:27]=[CH:28][C:21]=45)[CH2:16][CH2:15]3)[N:11]([CH3:13])[CH:12]=2)=[CH:4][C:3]=1[C:29]([F:31])([F:30])[F:32]. The yield is 0.860. (4) The product is [Cl:8][C:6]1[CH:7]=[C:2]([O:16][C:13]2[CH:14]=[CH:15][C:10]([Cl:9])=[CH:11][CH:12]=2)[N:3]=[CH:4][N:5]=1. The reactants are Cl[C:2]1[CH:7]=[C:6]([Cl:8])[N:5]=[CH:4][N:3]=1.[Cl:9][C:10]1[CH:15]=[CH:14][C:13]([OH:16])=[CH:12][CH:11]=1.C(=O)([O-])[O-].[K+].[K+].[OH-].[Na+]. The yield is 0.930. The catalyst is C(#N)C.[I-].[Na+]. (5) The product is [CH:3]12[CH2:12][CH:7]3[CH2:8][CH:9]([CH2:11][CH:5]([CH2:6]3)[CH:4]1[NH:13][C:14]([C:16]1[CH:17]=[N:18][N:19]([C:27]3[CH:36]=[CH:35][C:30]([C:31]([OH:33])=[O:32])=[CH:29][CH:28]=3)[C:20]=1[S:21][CH:22]1[CH2:26][CH2:25][CH2:24][CH2:23]1)=[O:15])[CH2:10]2. The reactants are [OH-].[Na+].[CH:3]12[CH2:12][CH:7]3[CH2:8][CH:9]([CH2:11][CH:5]([CH2:6]3)[CH:4]1[NH:13][C:14]([C:16]1[CH:17]=[N:18][N:19]([C:27]3[CH:36]=[CH:35][C:30]([C:31]([O:33]C)=[O:32])=[CH:29][CH:28]=3)[C:20]=1[S:21][CH:22]1[CH2:26][CH2:25][CH2:24][CH2:23]1)=[O:15])[CH2:10]2. The catalyst is CO. The yield is 0.970.